Dataset: Forward reaction prediction with 1.9M reactions from USPTO patents (1976-2016). Task: Predict the product of the given reaction. (1) The product is: [CH:1]1[C:10]2[C:5](=[C:6]([NH:11][CH:17]3[CH2:13][CH2:14][N:15]([CH2:18][C:4]4[CH:3]=[C:37]([CH:9]=[CH:10][CH:5]=4)[C:35]([OH:34])=[O:36])[CH2:16]3)[CH:7]=[CH:8][CH:9]=2)[CH:4]=[CH:3][N:2]=1. Given the reactants [CH:1]1[C:10]2[CH:9]=[CH:8][CH:7]=[C:6]([NH2:11])[C:5]=2[CH:4]=[CH:3][N:2]=1.O=[C:13]1[CH2:17][CH2:16][N:15]([C:18](OC(C)(C)C)=O)[CH2:14]1.[BH-]([O:34][C:35]([CH3:37])=[O:36])([O:34][C:35]([CH3:37])=[O:36])[O:34][C:35]([CH3:37])=[O:36].[Na+], predict the reaction product. (2) Given the reactants [C:1]([O:9][CH2:10][CH2:11][CH2:12][OH:13])(=[O:8])[C:2]1[CH:7]=[CH:6][CH:5]=[CH:4][CH:3]=1.[C:14]([O:18][C:19](=[O:35])[NH:20][CH:21]([C:28]1[CH:33]=[CH:32][CH:31]=[C:30](O)[CH:29]=1)[C:22]1[CH:27]=[CH:26][CH:25]=[CH:24][CH:23]=1)([CH3:17])([CH3:16])[CH3:15].O1CCOC1CC1C=CC(CO)=CC=1.OC1C=C(C=CC=1)C(C1C=CC=CC=1)=O, predict the reaction product. The product is: [C:1]([O:9][CH2:10][CH2:11][CH2:12][O:13][C:26]1[CH:25]=[CH:24][CH:23]=[C:22]([CH:21]([NH:20][C:19]([O:18][C:14]([CH3:17])([CH3:16])[CH3:15])=[O:35])[C:28]2[CH:29]=[CH:30][CH:31]=[CH:32][CH:33]=2)[CH:27]=1)(=[O:8])[C:2]1[CH:7]=[CH:6][CH:5]=[CH:4][CH:3]=1.